Dataset: Forward reaction prediction with 1.9M reactions from USPTO patents (1976-2016). Task: Predict the product of the given reaction. Given the reactants [Cl:1][C:2]1[CH:22]=[CH:21][C:5]([CH2:6][NH:7][C:8](=[O:20])[CH2:9][CH2:10][C:11]2[CH:16]=[CH:15][C:14]([OH:17])=[C:13]([O:18][CH3:19])[CH:12]=2)=[CH:4][CH:3]=1.[CH2:23](Br)[C:24]1[CH:29]=[CH:28][CH:27]=[CH:26][CH:25]=1.C(=O)([O-])[O-].[K+].[K+].C(#N)C, predict the reaction product. The product is: [Cl:1][C:2]1[CH:22]=[CH:21][C:5]([CH2:6][NH:7][C:8](=[O:20])[CH2:9][CH2:10][C:11]2[CH:16]=[CH:15][C:14]([O:17][CH2:23][C:24]3[CH:29]=[CH:28][CH:27]=[CH:26][CH:25]=3)=[C:13]([O:18][CH3:19])[CH:12]=2)=[CH:4][CH:3]=1.